From a dataset of Retrosynthesis with 50K atom-mapped reactions and 10 reaction types from USPTO. Predict the reactants needed to synthesize the given product. Given the product O=C(C[C@@H](c1ccc(OCc2ccc(Br)c(OC(F)(F)F)c2)cc1)c1ccon1)N1C(=O)OC[C@@H]1Cc1ccccc1, predict the reactants needed to synthesize it. The reactants are: O=C(C[C@@H](c1ccc(O)cc1)c1ccon1)N1C(=O)OC[C@@H]1Cc1ccccc1.OCc1ccc(Br)c(OC(F)(F)F)c1.